This data is from NCI-60 drug combinations with 297,098 pairs across 59 cell lines. The task is: Regression. Given two drug SMILES strings and cell line genomic features, predict the synergy score measuring deviation from expected non-interaction effect. (1) Drug 1: CCCS(=O)(=O)NC1=C(C(=C(C=C1)F)C(=O)C2=CNC3=C2C=C(C=N3)C4=CC=C(C=C4)Cl)F. Drug 2: C1=CN(C=N1)CC(O)(P(=O)(O)O)P(=O)(O)O. Cell line: OVCAR3. Synergy scores: CSS=9.05, Synergy_ZIP=1.85, Synergy_Bliss=4.75, Synergy_Loewe=3.53, Synergy_HSA=3.28. (2) Drug 1: CNC(=O)C1=NC=CC(=C1)OC2=CC=C(C=C2)NC(=O)NC3=CC(=C(C=C3)Cl)C(F)(F)F. Drug 2: CC1C(C(CC(O1)OC2CC(CC3=C2C(=C4C(=C3O)C(=O)C5=C(C4=O)C(=CC=C5)OC)O)(C(=O)CO)O)N)O.Cl. Cell line: CCRF-CEM. Synergy scores: CSS=60.7, Synergy_ZIP=-0.868, Synergy_Bliss=-1.53, Synergy_Loewe=-22.7, Synergy_HSA=0.346. (3) Drug 2: CN1C2=C(C=C(C=C2)N(CCCl)CCCl)N=C1CCCC(=O)O.Cl. Cell line: MALME-3M. Synergy scores: CSS=66.5, Synergy_ZIP=0.635, Synergy_Bliss=0.343, Synergy_Loewe=-48.5, Synergy_HSA=-2.44. Drug 1: CC1C(C(CC(O1)OC2CC(OC(C2O)C)OC3=CC4=CC5=C(C(=O)C(C(C5)C(C(=O)C(C(C)O)O)OC)OC6CC(C(C(O6)C)O)OC7CC(C(C(O7)C)O)OC8CC(C(C(O8)C)O)(C)O)C(=C4C(=C3C)O)O)O)O. (4) Drug 1: C1=NC(=NC(=O)N1C2C(C(C(O2)CO)O)O)N. Drug 2: C1=CC=C(C=C1)NC(=O)CCCCCCC(=O)NO. Cell line: TK-10. Synergy scores: CSS=35.6, Synergy_ZIP=-6.73, Synergy_Bliss=-2.05, Synergy_Loewe=-1.14, Synergy_HSA=1.54. (5) Drug 1: CC1CCC2CC(C(=CC=CC=CC(CC(C(=O)C(C(C(=CC(C(=O)CC(OC(=O)C3CCCCN3C(=O)C(=O)C1(O2)O)C(C)CC4CCC(C(C4)OC)O)C)C)O)OC)C)C)C)OC. Drug 2: CCCCC(=O)OCC(=O)C1(CC(C2=C(C1)C(=C3C(=C2O)C(=O)C4=C(C3=O)C=CC=C4OC)O)OC5CC(C(C(O5)C)O)NC(=O)C(F)(F)F)O. Cell line: SR. Synergy scores: CSS=57.7, Synergy_ZIP=0.248, Synergy_Bliss=0.646, Synergy_Loewe=0.617, Synergy_HSA=0.981. (6) Drug 1: CC12CCC3C(C1CCC2=O)CC(=C)C4=CC(=O)C=CC34C. Drug 2: CN(C(=O)NC(C=O)C(C(C(CO)O)O)O)N=O. Cell line: HCC-2998. Synergy scores: CSS=41.9, Synergy_ZIP=-0.404, Synergy_Bliss=-2.29, Synergy_Loewe=-19.5, Synergy_HSA=-3.01. (7) Drug 1: C1CN1C2=NC(=NC(=N2)N3CC3)N4CC4. Drug 2: C1CC(=O)NC(=O)C1N2CC3=C(C2=O)C=CC=C3N. Cell line: T-47D. Synergy scores: CSS=28.7, Synergy_ZIP=6.40, Synergy_Bliss=6.73, Synergy_Loewe=-2.23, Synergy_HSA=6.41. (8) Drug 1: CN(C)N=NC1=C(NC=N1)C(=O)N. Drug 2: CN1C(=O)N2C=NC(=C2N=N1)C(=O)N. Synergy scores: CSS=-0.653, Synergy_ZIP=-0.513, Synergy_Bliss=-1.43, Synergy_Loewe=-2.36, Synergy_HSA=-1.81. Cell line: SN12C. (9) Drug 1: C1CC(=O)NC(=O)C1N2CC3=C(C2=O)C=CC=C3N. Drug 2: C1CNP(=O)(OC1)N(CCCl)CCCl. Cell line: NCIH23. Synergy scores: CSS=-0.637, Synergy_ZIP=0.442, Synergy_Bliss=0.00281, Synergy_Loewe=-1.56, Synergy_HSA=-2.45. (10) Synergy scores: CSS=31.4, Synergy_ZIP=-3.12, Synergy_Bliss=-1.39, Synergy_Loewe=-17.2, Synergy_HSA=2.05. Drug 1: CC1=C(C(=CC=C1)Cl)NC(=O)C2=CN=C(S2)NC3=CC(=NC(=N3)C)N4CCN(CC4)CCO. Drug 2: CCN(CC)CCCC(C)NC1=C2C=C(C=CC2=NC3=C1C=CC(=C3)Cl)OC. Cell line: SNB-19.